Dataset: Reaction yield outcomes from USPTO patents with 853,638 reactions. Task: Predict the reaction yield, written as a fraction of the theoretical maximum amount of product (1.0 means a 100% yield; for example, 0.34 means a 34% yield). (1) The reactants are Cl[C:2]1[CH:7]=[CH:6][NH:5][C:4](=[O:8])[C:3]=1[C:9]1[NH:27][C:12]2=[CH:13][C:14]3[C:15](=[O:26])[N:16]([CH2:21][CH2:22][N:23]([CH3:25])[CH3:24])[C:17](=[O:20])[C:18]=3[CH:19]=[C:11]2[N:10]=1.[F:28][C:29]1[CH:30]=[CH:31][C:32]([CH3:39])=[C:33]([CH2:35][C@@H:36]([NH2:38])[CH3:37])[CH:34]=1.C(N(CC)C(C)C)(C)C. The catalyst is C(O)CCC. The product is [F:28][C:29]1[CH:30]=[CH:31][C:32]([CH3:39])=[C:33]([CH2:35][CH:36]([NH:38][C:2]2[CH:7]=[CH:6][NH:5][C:4](=[O:8])[C:3]=2[C:9]2[NH:27][C:12]3=[CH:13][C:14]4[C:15](=[O:26])[N:16]([CH2:21][CH2:22][N:23]([CH3:25])[CH3:24])[C:17](=[O:20])[C:18]=4[CH:19]=[C:11]3[N:10]=2)[CH3:37])[CH:34]=1. The yield is 0.843. (2) The reactants are [Br:1][C:2]1[CH:7]=[C:6]([O:8][CH3:9])[CH:5]=[CH:4][C:3]=1[O:10][CH2:11][CH:12](OCC)OCC.O.[OH-].[Na+]. The catalyst is C1(C)C=CC=CC=1.CCOC(C)=O. The product is [Br:1][C:2]1[C:3]2[O:10][CH:11]=[CH:12][C:4]=2[CH:5]=[C:6]([O:8][CH3:9])[CH:7]=1. The yield is 0.160. (3) The reactants are [CH2:1]([C:8]1[S:12][C:11]([NH2:13])=[N:10][C:9]=1[C:14]1[CH:19]=[CH:18][C:17]([O:20][CH3:21])=[CH:16][CH:15]=1)[C:2]1[CH:7]=[CH:6][CH:5]=[CH:4][CH:3]=1.[C:22]([C:24]1[CH:32]=[CH:31][C:27]([C:28](Cl)=[O:29])=[CH:26][CH:25]=1)#[N:23]. No catalyst specified. The product is [CH2:1]([C:8]1[S:12][C:11]([NH:13][C:28](=[O:29])[C:27]2[CH:31]=[CH:32][C:24]([C:22]#[N:23])=[CH:25][CH:26]=2)=[N:10][C:9]=1[C:14]1[CH:15]=[CH:16][C:17]([O:20][CH3:21])=[CH:18][CH:19]=1)[C:2]1[CH:3]=[CH:4][CH:5]=[CH:6][CH:7]=1. The yield is 0.395. (4) The reactants are [Br:1][C:2]1[CH:7]=[CH:6][C:5](I)=[CH:4][CH:3]=1.[C:9]1(B(O)O)[C:18]2[C:13](=[CH:14][CH:15]=[CH:16][CH:17]=2)[CH:12]=[CH:11][CH:10]=1.C(=O)([O-])[O-].[K+].[K+]. The catalyst is C1C=CC([P]([Pd]([P](C2C=CC=CC=2)(C2C=CC=CC=2)C2C=CC=CC=2)([P](C2C=CC=CC=2)(C2C=CC=CC=2)C2C=CC=CC=2)[P](C2C=CC=CC=2)(C2C=CC=CC=2)C2C=CC=CC=2)(C2C=CC=CC=2)C2C=CC=CC=2)=CC=1.C1(C)C=CC=CC=1. The product is [C:17]1([C:5]2[CH:6]=[CH:7][C:2]([Br:1])=[CH:3][CH:4]=2)[C:18]2[C:13](=[CH:12][CH:11]=[CH:10][CH:9]=2)[CH:14]=[CH:15][CH:16]=1. The yield is 0.760. (5) The reactants are [Cl-].O[NH3+:3].[C:4](=[O:7])([O-])[OH:5].[Na+].CS(C)=O.[CH3:13][C:14]1[N:15]=[C:16]([CH2:42][CH2:43][CH3:44])[N:17]([CH2:27][C:28]2[CH:33]=[CH:32][C:31]([C:34]3[C:35]([C:40]#[N:41])=[CH:36][CH:37]=[CH:38][CH:39]=3)=[CH:30][CH:29]=2)[C:18](=[O:26])[C:19]=1[C:20]1[CH:25]=[CH:24][CH:23]=[CH:22][CH:21]=1. The catalyst is O.C(OCC)(=O)C. The product is [CH3:13][C:14]1[N:15]=[C:16]([CH2:42][CH2:43][CH3:44])[N:17]([CH2:27][C:28]2[CH:33]=[CH:32][C:31]([C:34]3[CH:39]=[CH:38][CH:37]=[CH:36][C:35]=3[C:40]3[NH:3][C:4](=[O:7])[O:5][N:41]=3)=[CH:30][CH:29]=2)[C:18](=[O:26])[C:19]=1[C:20]1[CH:21]=[CH:22][CH:23]=[CH:24][CH:25]=1. The yield is 0.550. (6) The reactants are C([O-])([O-])=O.[Cs+].[Cs+].[C:7](=[NH:20])([C:14]1[CH:19]=[CH:18][CH:17]=[CH:16][CH:15]=1)[C:8]1[CH:13]=[CH:12][CH:11]=[CH:10][CH:9]=1.Br[C:22]1[CH:23]=[CH:24][C:25]2[C:31]3([CH:40]=[CH2:41])[CH2:32][CH2:33][C:34]4([CH2:39][CH:30]3[CH2:29][CH2:28][O:27][C:26]=2[CH:42]=1)[O:38][CH2:37][CH2:36][O:35]4. The catalyst is O1CCOCC1.CCOC(C)=O.C([O-])(=O)C.[Pd+2].C([O-])(=O)C.CC1(C)C2C(=C(P(C3C=CC=CC=3)C3C=CC=CC=3)C=CC=2)OC2C(P(C3C=CC=CC=3)C3C=CC=CC=3)=CC=CC1=2. The product is [C:8]1([C:7]([C:14]2[CH:15]=[CH:16][CH:17]=[CH:18][CH:19]=2)=[N:20][C:22]2[CH:23]=[CH:24][C:25]3[C:31]4([CH:40]=[CH2:41])[CH2:32][CH2:33][C:34]5([CH2:39][CH:30]4[CH2:29][CH2:28][O:27][C:26]=3[CH:42]=2)[O:35][CH2:36][CH2:37][O:38]5)[CH:13]=[CH:12][CH:11]=[CH:10][CH:9]=1. The yield is 0.780.